Dataset: Forward reaction prediction with 1.9M reactions from USPTO patents (1976-2016). Task: Predict the product of the given reaction. (1) Given the reactants [F:1][C:2]1[C:7]([C:8]2[C:9](=[O:34])[NH:10][C:11](=[O:33])[N:12]([CH2:14][CH2:15][CH2:16][N:17]3[CH2:22][C@H:21]4[C@:19]([C:23]5[CH:28]=[CH:27][C:26]([C:29]([F:32])([F:31])[F:30])=[CH:25][CH:24]=5)([CH2:20]4)[CH2:18]3)[CH:13]=2)=[CH:6][CH:5]=[C:4]([F:35])[N:3]=1.[ClH:36], predict the reaction product. The product is: [ClH:36].[ClH:36].[F:1][C:2]1[C:7]([C:8]2[C:9](=[O:34])[NH:10][C:11](=[O:33])[N:12]([CH2:14][CH2:15][CH2:16][N:17]3[CH2:22][C@H:21]4[C@:19]([C:23]5[CH:28]=[CH:27][C:26]([C:29]([F:32])([F:31])[F:30])=[CH:25][CH:24]=5)([CH2:20]4)[CH2:18]3)[CH:13]=2)=[CH:6][CH:5]=[C:4]([F:35])[N:3]=1. (2) Given the reactants [N:1]([C:4]1[S:5][C:6]([CH3:19])=[C:7]([CH3:18])[C:8]=1[C:9]1[O:13][N:12]=[C:11]([C:14]([F:17])([F:16])[F:15])[N:10]=1)=[C:2]=[O:3].[NH:20]1[CH2:27][CH2:26][CH2:25][C@@H:21]1[C:22]([OH:24])=[O:23].C(N(CC)CC)C, predict the reaction product. The product is: [CH3:18][C:7]1[C:8]([C:9]2[O:13][N:12]=[C:11]([C:14]([F:17])([F:16])[F:15])[N:10]=2)=[C:4]([NH:1][C:2]([N:20]2[CH2:27][CH2:26][CH2:25][C@@H:21]2[C:22]([OH:24])=[O:23])=[O:3])[S:5][C:6]=1[CH3:19]. (3) The product is: [CH3:1][O:2][C:3]1[N:8]=[C:7]2[C:9]([C:13]3[NH:35][C:16]4=[N:17][CH:18]=[CH:19][C:20]([CH2:21][NH:22][C:23]5[CH:28]=[CH:27][C:26]([N:29]6[CH2:30][CH2:31][O:32][CH2:33][CH2:34]6)=[CH:25][CH:24]=5)=[C:15]4[CH:14]=3)=[CH:10][N:11]([CH3:12])[C:6]2=[CH:5][C:4]=1[O:46][CH3:47]. Given the reactants [CH3:1][O:2][C:3]1[N:8]=[C:7]2[C:9]([C:13]3[N:35](S(C4C=CC(C)=CC=4)(=O)=O)[C:16]4=[N:17][CH:18]=[CH:19][C:20]([CH2:21][NH:22][C:23]5[CH:28]=[CH:27][C:26]([N:29]6[CH2:34][CH2:33][O:32][CH2:31][CH2:30]6)=[CH:25][CH:24]=5)=[C:15]4[CH:14]=3)=[CH:10][N:11]([CH3:12])[C:6]2=[CH:5][C:4]=1[O:46][CH3:47].[OH-].[K+], predict the reaction product.